This data is from Peptide-MHC class I binding affinity with 185,985 pairs from IEDB/IMGT. The task is: Regression. Given a peptide amino acid sequence and an MHC pseudo amino acid sequence, predict their binding affinity value. This is MHC class I binding data. (1) The peptide sequence is CASSSDWFY. The MHC is HLA-A02:19 with pseudo-sequence HLA-A02:19. The binding affinity (normalized) is 0.0847. (2) The peptide sequence is VIMWYNYLF. The MHC is HLA-A80:01 with pseudo-sequence HLA-A80:01. The binding affinity (normalized) is 0.0847.